This data is from Forward reaction prediction with 1.9M reactions from USPTO patents (1976-2016). The task is: Predict the product of the given reaction. (1) Given the reactants [CH3:1][C:2]([CH3:9])([CH3:8])[C:3](=O)[CH2:4][C:5]#[N:6].[ClH:10].[CH3:11][S:12][C:13]1[CH:14]=[C:15]([NH:19][NH2:20])[CH:16]=[CH:17][CH:18]=1, predict the reaction product. The product is: [ClH:10].[C:2]([C:3]1[CH:4]=[C:5]([NH2:6])[N:19]([C:15]2[CH:16]=[CH:17][CH:18]=[C:13]([S:12][CH3:11])[CH:14]=2)[N:20]=1)([CH3:9])([CH3:8])[CH3:1]. (2) Given the reactants [CH3:1][C:2]1[O:3][C:4]([C:10]2[CH:15]=[CH:14][CH:13]=[CH:12][CH:11]=2)=[CH:5][C:6]=1[C:7]([OH:9])=[O:8].[CH2:16](I)[CH3:17].C(=O)([O-])[O-].[K+].[K+].O, predict the reaction product. The product is: [CH3:1][C:2]1[O:3][C:4]([C:10]2[CH:15]=[CH:14][CH:13]=[CH:12][CH:11]=2)=[CH:5][C:6]=1[C:7]([O:9][CH2:16][CH3:17])=[O:8]. (3) The product is: [Br:7][C:44]1[C:38]2[C:39](=[N:40][CH:41]=[C:36]([C:33]3[CH:34]=[CH:35][C:30]([N:29]([CH3:53])[CH3:28])=[CH:31][CH:32]=3)[CH:37]=2)[N:42]([CH2:45][O:46][CH2:47][CH2:48][Si:49]([CH3:51])([CH3:50])[CH3:52])[CH:43]=1. Given the reactants N1C=CC=CC=1.[Br-:7].[Br-].[Br-].[NH+]1C=CC=CC=1.[NH+]1C=CC=CC=1.[NH+]1C=CC=CC=1.[CH3:28][N:29]([CH3:53])[C:30]1[CH:35]=[CH:34][C:33]([C:36]2[CH:37]=[C:38]3[CH:44]=[CH:43][N:42]([CH2:45][O:46][CH2:47][CH2:48][Si:49]([CH3:52])([CH3:51])[CH3:50])[C:39]3=[N:40][CH:41]=2)=[CH:32][CH:31]=1.C([O-])(O)=O.[Na+], predict the reaction product. (4) Given the reactants Cl.C(OC(=O)[NH:8][CH:9]1[CH2:12][N:11]([C:13]([C:15]2[N:16]=[C:17]3[C:22]([C:23]([F:26])([F:25])[F:24])=[CH:21][C:20]([C:27]4[CH:28]=[N:29][NH:30][CH:31]=4)=[CH:19][N:18]3[C:32]=2[Cl:33])=[O:14])[CH2:10]1)(C)(C)C, predict the reaction product. The product is: [ClH:33].[NH2:8][CH:9]1[CH2:12][N:11]([C:13]([C:15]2[N:16]=[C:17]3[C:22]([C:23]([F:26])([F:24])[F:25])=[CH:21][C:20]([C:27]4[CH:28]=[N:29][NH:30][CH:31]=4)=[CH:19][N:18]3[C:32]=2[Cl:33])=[O:14])[CH2:10]1.